This data is from Full USPTO retrosynthesis dataset with 1.9M reactions from patents (1976-2016). The task is: Predict the reactants needed to synthesize the given product. (1) Given the product [CH3:45][S:46]([O:37][CH2:36][CH:33]1[CH2:32][CH2:31][CH:30]([CH2:29][N:8]([CH2:1][C:2]2[CH:3]=[CH:4][CH:5]=[CH:6][CH:7]=2)[S:9]([NH:12][C:13](=[O:28])[C:14]2[CH:19]=[C:18]([C:20]([F:21])([F:22])[F:23])[CH:17]=[C:16]([C:24]([F:25])([F:26])[F:27])[CH:15]=2)(=[O:11])=[O:10])[CH2:35][CH2:34]1)(=[O:48])=[O:47], predict the reactants needed to synthesize it. The reactants are: [CH2:1]([N:8]([CH2:29][CH:30]1[CH2:35][CH2:34][CH:33]([CH2:36][OH:37])[CH2:32][CH2:31]1)[S:9]([NH:12][C:13](=[O:28])[C:14]1[CH:19]=[C:18]([C:20]([F:23])([F:22])[F:21])[CH:17]=[C:16]([C:24]([F:27])([F:26])[F:25])[CH:15]=1)(=[O:11])=[O:10])[C:2]1[CH:7]=[CH:6][CH:5]=[CH:4][CH:3]=1.C(N(CC)CC)C.[CH3:45][S:46](Cl)(=[O:48])=[O:47]. (2) Given the product [C:4]12([CH2:17][CH2:16][CH2:15][N:14]3[CH:18]=[N:19][CH:20]=[C:13]13)[C:5]1[C:10](=[CH:9][C:8]([C:11]#[N:12])=[CH:7][CH:6]=1)[CH2:2][NH:3]2, predict the reactants needed to synthesize it. The reactants are: O=[C:2]1[C:10]2[C:5](=[CH:6][CH:7]=[C:8]([C:11]#[N:12])[CH:9]=2)[C:4]2([CH2:17][CH2:16][CH2:15][N:14]3[CH:18]=[N:19][CH:20]=[C:13]23)[NH:3]1.B.O1CCCC1. (3) The reactants are: [Cl:1][C:2]1[CH:3]=[C:4]([N:12]([CH2:30][CH3:31])[C@H:13]2[CH2:18][CH2:17][C@H:16]([N:19]([CH2:21][C:22]3[CH:27]=[CH:26][CH:25]=[C:24]([O:28][CH3:29])[CH:23]=3)[CH3:20])[CH2:15][CH2:14]2)[C:5]([CH3:11])=[C:6]([CH:10]=1)[C:7](O)=[O:8].CN(C(ON1N=NC2C=CC=CC1=2)=[N+](C)C)C.[B-](F)(F)(F)F.CCN(C(C)C)C(C)C.[CH3:63][O:64][C:65]1[C:69]([CH2:70][NH2:71])=[C:68]([N:72]2[CH2:77][CH2:76][CH2:75][CH2:74][CH2:73]2)[N:67]([CH3:78])[N:66]=1. Given the product [Cl:1][C:2]1[CH:3]=[C:4]([N:12]([CH2:30][CH3:31])[C@H:13]2[CH2:18][CH2:17][C@H:16]([N:19]([CH2:21][C:22]3[CH:27]=[CH:26][CH:25]=[C:24]([O:28][CH3:29])[CH:23]=3)[CH3:20])[CH2:15][CH2:14]2)[C:5]([CH3:11])=[C:6]([CH:10]=1)[C:7]([NH:71][CH2:70][C:69]1[C:65]([O:64][CH3:63])=[N:66][N:67]([CH3:78])[C:68]=1[N:72]1[CH2:73][CH2:74][CH2:75][CH2:76][CH2:77]1)=[O:8], predict the reactants needed to synthesize it. (4) The reactants are: Br[C:2]1[C:3]([NH:10][CH2:11][CH:12]([CH3:14])[CH3:13])=[N:4][C:5]([C:8]#[N:9])=[N:6][CH:7]=1.[C:15]1([CH2:21][C:22]#[CH:23])[CH:20]=[CH:19][CH:18]=[CH:17][CH:16]=1.C(N(CC)CC)C.[Cl-].[NH4+]. Given the product [CH2:21]([C:22]1[N:10]([CH2:11][CH:12]([CH3:14])[CH3:13])[C:3]2[N:4]=[C:5]([C:8]#[N:9])[N:6]=[CH:7][C:2]=2[CH:23]=1)[C:15]1[CH:20]=[CH:19][CH:18]=[CH:17][CH:16]=1, predict the reactants needed to synthesize it. (5) Given the product [CH2:64]([C@H:63]([NH:71][C:41](=[O:43])[C:40]1[CH:44]=[C:45]([S:47]([CH3:50])(=[O:49])=[O:48])[CH:46]=[C:38]([O:37][CH3:36])[CH:39]=1)[C@@H:62]([OH:72])[CH2:61][C@H:60]([C:59](=[O:74])[NH:58][CH:52]1[CH2:53][CH:54]2[CH2:57][CH:51]1[CH2:56][CH2:55]2)[CH3:73])[C:65]1[CH:66]=[CH:67][CH:68]=[CH:69][CH:70]=1, predict the reactants needed to synthesize it. The reactants are: C([C@H](NC(=O)C1C=CC=C(S(C)(=O)=O)C=1)[C@@H](O)C[C@H](C(=O)NCCC(C)(C)C)C)C1C=CC=CC=1.[CH3:36][O:37][C:38]1[CH:39]=[C:40]([CH:44]=[C:45]([S:47]([CH3:50])(=[O:49])=[O:48])[CH:46]=1)[C:41]([OH:43])=O.[CH:51]12[CH2:57][CH:54]([CH2:55][CH2:56]1)[CH2:53][CH:52]2[NH:58][C:59](=[O:74])[C@H:60]([CH3:73])[CH2:61][C@H:62]([OH:72])[C@@H:63]([NH2:71])[CH2:64][C:65]1[CH:70]=[CH:69][CH:68]=[CH:67][CH:66]=1. (6) Given the product [CH:1]1([C@@:4]23[C@@:15]([CH2:17][CH2:18][C:19]4[C:24]([C:25]([NH2:36])=[O:27])=[CH:23][CH:22]=[CH:21][N:20]=4)([OH:16])[CH2:14][CH2:13][C:12]2=[CH:11][C:10]2[N:9]([C:28]4[CH:33]=[CH:32][C:31]([F:34])=[CH:30][CH:29]=4)[N:8]=[CH:7][C:6]=2[CH2:5]3)[CH2:2][CH2:3]1, predict the reactants needed to synthesize it. The reactants are: [CH:1]1([C@@:4]23[C@@:15]([CH2:17][CH2:18][C:19]4[C:24]([C:25]([OH:27])=O)=[CH:23][CH:22]=[CH:21][N:20]=4)([OH:16])[CH2:14][CH2:13][C:12]2=[CH:11][C:10]2[N:9]([C:28]4[CH:33]=[CH:32][C:31]([F:34])=[CH:30][CH:29]=4)[N:8]=[CH:7][C:6]=2[CH2:5]3)[CH2:3][CH2:2]1.C[N:36]1CCOCC1.N.O1CCOCC1.CN(C(ON1N=NC2C=CC=NC1=2)=[N+](C)C)C.F[P-](F)(F)(F)(F)F. (7) The reactants are: [C:1]([O:5][C:6]([NH:8][C:9]1[C:19]([CH3:20])=[C:18]([CH3:21])[C:12]([NH:13][CH2:14][C:15]([OH:17])=O)=[C:11]([CH3:22])[C:10]=1[CH3:23])=[O:7])([CH3:4])([CH3:3])[CH3:2].[CH2:24]([N:31]1[CH2:36][CH2:35][CH:34]([NH2:37])[CH2:33][CH2:32]1)[C:25]1[CH:30]=[CH:29][CH:28]=[CH:27][CH:26]=1.C(N(CC)CC)C.C(=O)([O-])O.[Na+]. Given the product [C:1]([O:5][C:6]([NH:8][C:9]1[C:19]([CH3:20])=[C:18]([CH3:21])[C:12]([NH:13][CH2:14][C:15]([NH:37][CH:34]2[CH2:35][CH2:36][N:31]([CH2:24][C:25]3[CH:30]=[CH:29][CH:28]=[CH:27][CH:26]=3)[CH2:32][CH2:33]2)=[O:17])=[C:11]([CH3:22])[C:10]=1[CH3:23])=[O:7])([CH3:3])([CH3:2])[CH3:4], predict the reactants needed to synthesize it.